From a dataset of Full USPTO retrosynthesis dataset with 1.9M reactions from patents (1976-2016). Predict the reactants needed to synthesize the given product. Given the product [N:30]1([C:26]2[CH:25]=[C:24]([C:22]3[CH2:21][C:20](=[O:35])[NH:19][C:9]4[CH:10]=[C:11]([N:14]5[CH:18]=[CH:17][CH:16]=[CH:15]5)[CH:12]=[CH:13][C:8]=4[N:7]=3)[CH:29]=[CH:28][CH:27]=2)[CH:34]=[CH:33][N:32]=[CH:31]1, predict the reactants needed to synthesize it. The reactants are: C(OC(=O)[NH:7][C:8]1[CH:13]=[CH:12][C:11]([N:14]2[CH:18]=[CH:17][CH:16]=[CH:15]2)=[CH:10][C:9]=1[NH:19][C:20](=[O:35])[CH2:21][C:22]([C:24]1[CH:29]=[CH:28][CH:27]=[C:26]([N:30]2[CH:34]=[CH:33][N:32]=[CH:31]2)[CH:25]=1)=O)(C)(C)C.C(O)(C(F)(F)F)=O.